This data is from Full USPTO retrosynthesis dataset with 1.9M reactions from patents (1976-2016). The task is: Predict the reactants needed to synthesize the given product. (1) Given the product [CH3:19][C:16]1[CH:15]=[CH:14][C:13]([CH2:12][O:11][C@H:5]([C:6]2[S:7][CH:8]=[CH:9][N:10]=2)[C@@H:4]([NH:20][S:21]([C:24]2[CH:25]=[CH:26][C:27]([C:30]3[CH:35]=[CH:34][C:33]([S:36][CH3:37])=[CH:32][CH:31]=3)=[CH:28][CH:29]=2)(=[O:22])=[O:23])[C:3]([OH:38])=[O:2])=[CH:18][CH:17]=1, predict the reactants needed to synthesize it. The reactants are: C[O:2][C:3](=[O:38])[C@H:4]([NH:20][S:21]([C:24]1[CH:29]=[CH:28][C:27]([C:30]2[CH:35]=[CH:34][C:33]([S:36][CH3:37])=[CH:32][CH:31]=2)=[CH:26][CH:25]=1)(=[O:23])=[O:22])[C@H:5]([O:11][CH2:12][C:13]1[CH:18]=[CH:17][C:16]([CH3:19])=[CH:15][CH:14]=1)[C:6]1[S:7][CH:8]=[CH:9][N:10]=1.COC(=O)[C@H](NS(C1C=CC(Br)=CC=1)(=O)=O)[C@H](OCC1C=CC(C)=CC=1)C1SC=CN=1.CCO.C([O-])([O-])=O.[Na+].[Na+]. (2) Given the product [CH:1]1([N:5]2[CH2:6][CH2:7][N:8]([C:11]([C:13]3[CH:14]=[C:15]4[C:19](=[CH:20][CH:21]=3)[N:18]([C:41]3[CH:40]=[CH:39][C:38]([N:35]5[CH2:34][CH2:33][O:32][CH2:37][CH2:36]5)=[CH:43][CH:42]=3)[C:17]([C:22]([N:24]3[CH2:25][CH2:26][C:27]([F:30])([F:31])[CH2:28][CH2:29]3)=[O:23])=[CH:16]4)=[O:12])[CH2:9][CH2:10]2)[CH2:2][CH2:3][CH2:4]1, predict the reactants needed to synthesize it. The reactants are: [CH:1]1([N:5]2[CH2:10][CH2:9][N:8]([C:11]([C:13]3[CH:14]=[C:15]4[C:19](=[CH:20][CH:21]=3)[NH:18][C:17]([C:22]([N:24]3[CH2:29][CH2:28][C:27]([F:31])([F:30])[CH2:26][CH2:25]3)=[O:23])=[CH:16]4)=[O:12])[CH2:7][CH2:6]2)[CH2:4][CH2:3][CH2:2]1.[O:32]1[CH2:37][CH2:36][N:35]([C:38]2[CH:43]=[CH:42][C:41](B(O)O)=[CH:40][CH:39]=2)[CH2:34][CH2:33]1.N1C=CC=CC=1. (3) Given the product [CH2:30]([NH:32][C:18](=[O:20])[CH2:17][C:14]1[CH:13]=[C:12]2[C:11]3=[C:16]([CH:7]([C:1]4[CH:6]=[CH:5][CH:4]=[CH:3][CH:2]=4)[CH2:8][CH2:9][N:10]3[CH2:23][CH2:22][CH:21]2[C:24]2[CH:25]=[CH:26][CH:27]=[CH:28][CH:29]=2)[CH:15]=1)[CH3:31], predict the reactants needed to synthesize it. The reactants are: [C:1]1([CH:7]2[C:16]3[C:11]4=[C:12]([CH:21]([C:24]5[CH:29]=[CH:28][CH:27]=[CH:26][CH:25]=5)[CH2:22][CH2:23][N:10]4[CH2:9][CH2:8]2)[CH:13]=[C:14]([CH2:17][C:18]([OH:20])=O)[CH:15]=3)[CH:6]=[CH:5][CH:4]=[CH:3][CH:2]=1.[CH2:30]([NH2:32])[CH3:31].CCN=C=NCCCN(C)C.C1C=CC2N(O)N=NC=2C=1. (4) Given the product [CH2:14]([O:10][C:6]1[CH:5]=[C:4]([CH:9]=[CH:8][CH:7]=1)[C:3]([O:2][CH3:1])=[O:11])[C:13]#[CH:12], predict the reactants needed to synthesize it. The reactants are: [CH3:1][O:2][C:3](=[O:11])[C:4]1[CH:9]=[CH:8][CH:7]=[C:6]([OH:10])[CH:5]=1.[CH2:12](Br)[C:13]#[CH:14].C(=O)([O-])[O-].[K+].[K+].C(OCC)(=O)C.